This data is from Forward reaction prediction with 1.9M reactions from USPTO patents (1976-2016). The task is: Predict the product of the given reaction. (1) Given the reactants [F:1][C:2]1[CH:7]=[CH:6][C:5]([C:8]2[N:12]([C:13]3[CH:18]=[CH:17][CH:16]=[CH:15][CH:14]=3)[N:11]=[C:10]([CH2:19][CH2:20][CH:21]=O)[CH:9]=2)=[CH:4][CH:3]=1.[Cl:23][C:24]1[CH:25]=[C:26]([N:31]2[CH2:36][CH2:35][NH:34][CH2:33][CH2:32]2)[CH:27]=[CH:28][C:29]=1[Cl:30].CCN(C(C)C)C(C)C.[BH-](OC(C)=O)(OC(C)=O)OC(C)=O.[Na+], predict the reaction product. The product is: [Cl:23][C:24]1[CH:25]=[C:26]([N:31]2[CH2:36][CH2:35][N:34]([CH2:21][CH2:20][CH2:19][C:10]3[CH:9]=[C:8]([C:5]4[CH:6]=[CH:7][C:2]([F:1])=[CH:3][CH:4]=4)[N:12]([C:13]4[CH:18]=[CH:17][CH:16]=[CH:15][CH:14]=4)[N:11]=3)[CH2:33][CH2:32]2)[CH:27]=[CH:28][C:29]=1[Cl:30]. (2) Given the reactants Br[C:2]1[C:3](=[O:17])[N:4]([CH3:16])[C:5](=[O:15])[N:6]([CH2:8][CH2:9][CH2:10][C:11]([F:14])([F:13])[F:12])[N:7]=1.[F:18][C:19]([F:33])([F:32])[C:20]1[CH:25]=[CH:24][CH:23]=[CH:22][C:21]=1[N:26]1[CH2:31][CH2:30][NH:29][CH2:28][CH2:27]1, predict the reaction product. The product is: [CH2:22]([OH:15])[CH2:21][CH2:20][CH3:19].[CH3:16][N:4]1[C:3](=[O:17])[C:2]([N:29]2[CH2:28][CH2:27][N:26]([C:21]3[CH:22]=[CH:23][CH:24]=[CH:25][C:20]=3[C:19]([F:32])([F:33])[F:18])[CH2:31][CH2:30]2)=[N:7][N:6]([CH2:8][CH2:9][CH2:10][C:11]([F:14])([F:13])[F:12])[C:5]1=[O:15].